From a dataset of Catalyst prediction with 721,799 reactions and 888 catalyst types from USPTO. Predict which catalyst facilitates the given reaction. (1) Reactant: [CH2:1]([O:4][NH:5][C@H:6]1[CH2:11][NH:10][C@H:9]([C:12]([NH2:14])=[O:13])[CH:8]=[C:7]1[CH2:15][O:16][CH3:17])[CH:2]=[CH2:3].C(N(C(C)C)C(C)C)C.Cl[C:28](Cl)([O:30]C(=O)OC(Cl)(Cl)Cl)Cl. Product: [CH2:1]([O:4][N:5]1[C:28](=[O:30])[N:10]2[CH2:11][C@H:6]1[C:7]([CH2:15][O:16][CH3:17])=[CH:8][C@H:9]2[C:12]([NH2:14])=[O:13])[CH:2]=[CH2:3]. The catalyst class is: 290. (2) Reactant: [NH2:1][C:2]1[N:3]=[C:4]([N:16]2[CH2:21][CH2:20][N:19]([C:22]([NH:24][C:25]3[CH:30]=[CH:29][C:28]([O:31][CH3:32])=[CH:27][CH:26]=3)=[O:23])[CH2:18][CH2:17]2)[C:5]2[C:10]([C:11]([O:13]CC)=[O:12])=[CH:9][S:8][C:6]=2[N:7]=1.[OH-].[Na+]. Product: [NH2:1][C:2]1[N:3]=[C:4]([N:16]2[CH2:17][CH2:18][N:19]([C:22](=[O:23])[NH:24][C:25]3[CH:30]=[CH:29][C:28]([O:31][CH3:32])=[CH:27][CH:26]=3)[CH2:20][CH2:21]2)[C:5]2[C:10]([C:11]([OH:13])=[O:12])=[CH:9][S:8][C:6]=2[N:7]=1. The catalyst class is: 353. (3) Reactant: [OH:1][C:2]1[CH:3]=[C:4]([CH:14]=[C:15]([O:17][C@@H:18]([CH3:22])[CH2:19][O:20][CH3:21])[CH:16]=1)[C:5]([NH:7][C:8]1[CH:12]=[CH:11][N:10]([CH3:13])[N:9]=1)=[O:6].CCN(P1(N(C)CCCN1C)=NC(C)(C)C)CC.C([O-])(=O)C1C=CC=CC=1.[K+].[CH3:51][C:52]([C:54]1[CH:59]=[CH:58][C:57](F)=[CH:56][CH:55]=1)=[O:53]. The catalyst class is: 37. Product: [C:52]([C:54]1[CH:59]=[CH:58][C:57]([O:1][C:2]2[CH:3]=[C:4]([CH:14]=[C:15]([O:17][C@@H:18]([CH3:22])[CH2:19][O:20][CH3:21])[CH:16]=2)[C:5]([NH:7][C:8]2[CH:12]=[CH:11][N:10]([CH3:13])[N:9]=2)=[O:6])=[CH:56][CH:55]=1)(=[O:53])[CH3:51]. (4) Reactant: [Cl-].[NH4+:2].C1(C)C=CC=CC=1.C[Al](C)C.[CH3:14][O:15][C:16]1[C:17]([C:21]#[N:22])=[CH:18][S:19][CH:20]=1. Product: [CH3:14][O:15][C:16]1[C:17]([C:21]([NH2:2])=[NH:22])=[CH:18][S:19][CH:20]=1. The catalyst class is: 22. (5) Reactant: [CH:1]1([C:7]2[S:25][C:10]3[N:11]=[C:12]([CH3:24])[N:13]=[C:14]([CH2:15][NH:16][CH:17]4[CH2:23][CH2:22][CH2:21][CH2:20][CH2:19][CH2:18]4)[C:9]=3[CH:8]=2)[CH2:6][CH2:5][CH2:4][CH2:3][CH2:2]1.[CH3:26]C#N.CI.CCN(C(C)C)C(C)C. Product: [CH:1]1([C:7]2[S:25][C:10]3[N:11]=[C:12]([CH3:24])[N:13]=[C:14]([CH2:15][N:16]([CH3:26])[CH:17]4[CH2:18][CH2:19][CH2:20][CH2:21][CH2:22][CH2:23]4)[C:9]=3[CH:8]=2)[CH2:2][CH2:3][CH2:4][CH2:5][CH2:6]1. The catalyst class is: 6.